From a dataset of Tyrosyl-DNA phosphodiesterase HTS with 341,365 compounds. Binary Classification. Given a drug SMILES string, predict its activity (active/inactive) in a high-throughput screening assay against a specified biological target. The drug is O(c1c(OC)cc(cc1OC)C(=O)NCC(=O)N\N=C(\Cc1ccccc1)C)C. The result is 0 (inactive).